This data is from Catalyst prediction with 721,799 reactions and 888 catalyst types from USPTO. The task is: Predict which catalyst facilitates the given reaction. (1) Reactant: [CH3:1][C:2]1[CH:3]=[C:4]([C:9]2[CH:14]=[CH:13][C:12]([NH:15][C:16]3[CH:21]=[CH:20][C:19]([C:22]([N:24]4[CH2:29][CH2:28][O:27][CH2:26][CH2:25]4)=[O:23])=[CH:18][CH:17]=3)=[C:11]([C:30]#[N:31])[CH:10]=2)[CH:5]=[CH:6][C:7]=1[CH3:8].CC(O)=[O:34]. Product: [CH3:1][C:2]1[CH:3]=[C:4]([C:9]2[CH:10]=[C:11]([C:30]([NH2:31])=[O:34])[C:12]3[NH:15][C:16]4[C:17]([C:13]=3[CH:14]=2)=[CH:18][C:19]([C:22]([N:24]2[CH2:29][CH2:28][O:27][CH2:26][CH2:25]2)=[O:23])=[CH:20][CH:21]=4)[CH:5]=[CH:6][C:7]=1[CH3:8]. The catalyst class is: 318. (2) The catalyst class is: 10. Product: [Br:23][CH2:18][C:9]1[C:8]([O:7][CH2:6][O:5][CH2:4][CH2:3][Si:2]([CH3:21])([CH3:20])[CH3:1])=[CH:17][C:16]2[C:11](=[CH:12][CH:13]=[CH:14][CH:15]=2)[CH:10]=1. Reactant: [CH3:1][Si:2]([CH3:21])([CH3:20])[CH2:3][CH2:4][O:5][CH2:6][O:7][C:8]1[C:9]([CH2:18]O)=[CH:10][C:11]2[C:16]([CH:17]=1)=[CH:15][CH:14]=[CH:13][CH:12]=2.C(Br)(Br)(Br)[Br:23].C1(P(C2C=CC=CC=2)C2C=CC=CC=2)C=CC=CC=1. (3) Reactant: [C:1]([C@@H:3]1[CH2:7][CH2:6][CH2:5][N:4]1[C:8]([C@H:10]1[NH:14][C:13](=[O:15])[C@H:12]([CH2:16][C:17]([OH:19])=O)[CH2:11]1)=[O:9])#[N:2].C1C=CC2N(O)N=NC=2C=1.C(Cl)CCl.[CH2:34]1[C:42]2[C:37](=[CH:38][CH:39]=[CH:40][CH:41]=2)[CH2:36][NH:35]1. Product: [CH2:34]1[C:42]2[C:37](=[CH:38][CH:39]=[CH:40][CH:41]=2)[CH2:36][N:35]1[C:17](=[O:19])[CH2:16][C@H:12]1[C:13](=[O:15])[NH:14][C@H:10]([C:8]([N:4]2[CH2:5][CH2:6][CH2:7][C@H:3]2[C:1]#[N:2])=[O:9])[CH2:11]1. The catalyst class is: 258. (4) Reactant: [CH:1]1([C:7]2[C:8]3[S:27][C:26]([C:28]([O:30][CH3:31])=[O:29])=[CH:25][C:9]=3[NH:10][C:11]=2[C:12]2[CH:17]=[CH:16][CH:15]=[C:14]([N+:18]([O-:20])=[O:19])[C:13]=2[O:21][CH2:22][CH2:23][OH:24])[CH2:6][CH2:5][CH2:4][CH2:3][CH2:2]1.C(N(CC)CC)C.[CH3:39][S:40](Cl)(=[O:42])=[O:41].O. Product: [CH:1]1([C:7]2[C:8]3[S:27][C:26]([C:28]([O:30][CH3:31])=[O:29])=[CH:25][C:9]=3[NH:10][C:11]=2[C:12]2[CH:17]=[CH:16][CH:15]=[C:14]([N+:18]([O-:20])=[O:19])[C:13]=2[O:21][CH2:22][CH2:23][O:24][S:40]([CH3:39])(=[O:42])=[O:41])[CH2:6][CH2:5][CH2:4][CH2:3][CH2:2]1. The catalyst class is: 22. (5) Reactant: [CH3:1][Si:2]([CH3:9])([CH3:8])[O:3][C:4]([CH:6]=[CH2:7])=[CH2:5].[C:10](#[N:13])[CH:11]=[CH2:12].C1(C=CC(O)=CC=1)O. Product: [CH3:1][Si:2]([CH3:9])([CH3:8])[O:3][C:4]1[CH2:5][CH2:12][CH:11]([C:10]#[N:13])[CH2:7][CH:6]=1. The catalyst class is: 11. (6) Reactant: [CH3:1][O:2][C:3](=[O:6])[CH2:4]Br.C(N(CC)CC)C.[F:14][C:15]1[CH:20]=[CH:19][C:18]([SH:21])=[CH:17][CH:16]=1. Product: [CH3:1][O:2][C:3](=[O:6])[CH2:4][S:21][C:18]1[CH:19]=[CH:20][C:15]([F:14])=[CH:16][CH:17]=1. The catalyst class is: 49. (7) Product: [OH:34][CH2:33][CH2:35][NH:36][C:4]([C:6]1[C:7]2[S:15][CH:14]=[C:13]([CH2:16][O:17][C:18]3[CH:23]=[CH:22][CH:21]=[C:20](/[CH:24]=[CH:25]/[C:26]4[CH:27]=[CH:28][C:29]([Cl:32])=[CH:30][CH:31]=4)[CH:19]=3)[C:8]=2[C:9]([NH2:12])=[N:10][CH:11]=1)=[O:5]. Reactant: C(O[C:4]([C:6]1[C:7]2[S:15][CH:14]=[C:13]([CH2:16][O:17][C:18]3[CH:23]=[CH:22][CH:21]=[C:20](/[CH:24]=[CH:25]/[C:26]4[CH:31]=[CH:30][C:29]([Cl:32])=[CH:28][CH:27]=4)[CH:19]=3)[C:8]=2[C:9]([NH2:12])=[N:10][CH:11]=1)=[O:5])C.[CH2:33]([CH2:35][NH2:36])[OH:34]. The catalyst class is: 16. (8) Reactant: [Br:1][C:2]1[CH:3]=[CH:4][C:5]([F:11])=[C:6]([CH:10]=1)[C:7]([OH:9])=[O:8].O.[C:13]1(C)C=CC(S(O)(=O)=O)=CC=1. The catalyst class is: 5. Product: [CH3:13][O:8][C:7](=[O:9])[C:6]1[CH:10]=[C:2]([Br:1])[CH:3]=[CH:4][C:5]=1[F:11]. (9) Reactant: [NH2:1][C:2]1[NH:3][C:4]2[CH:10]=[CH:9][CH:8]=[CH:7][C:5]=2[N:6]=1.[C:11](N1C=CN=C1)(N1C=CN=C1)=[O:12].[CH3:23][C:24]1[C:25]([CH2:31][N:32]([CH2:39][C:40]2[C:45]([CH:46]([CH3:48])[CH3:47])=[CH:44][CH:43]=[CH:42][N:41]=2)[CH:33]2[CH2:38][CH2:37][NH:36][CH2:35][CH2:34]2)=[N:26][CH:27]=[C:28]([CH3:30])[CH:29]=1.C([O-])(O)=O.[Na+]. Product: [NH:3]1[C:4]2[CH:10]=[CH:9][CH:8]=[CH:7][C:5]=2[N:6]=[C:2]1[NH:1][C:11]([N:36]1[CH2:37][CH2:38][CH:33]([N:32]([CH2:31][C:25]2[C:24]([CH3:23])=[CH:29][C:28]([CH3:30])=[CH:27][N:26]=2)[CH2:39][C:40]2[C:45]([CH:46]([CH3:48])[CH3:47])=[CH:44][CH:43]=[CH:42][N:41]=2)[CH2:34][CH2:35]1)=[O:12]. The catalyst class is: 59. (10) Reactant: [CH3:1][C:2]1[CH:33]=[CH:32][C:5]([C:6]([NH:8][C:9]2[CH:31]=[CH:30][C:12]([O:13][CH2:14][CH2:15][C:16]3[N:21]=[C:20]([NH:22]C(=O)OC(C)(C)C)[CH:19]=[CH:18][CH:17]=3)=[CH:11][CH:10]=2)=[O:7])=[C:4]([N:34]2[CH2:39][CH2:38][CH:37]([CH3:40])[CH2:36][CH2:35]2)[CH:3]=1.FC(F)(F)C(O)=O. Product: [NH2:22][C:20]1[N:21]=[C:16]([CH2:15][CH2:14][O:13][C:12]2[CH:11]=[CH:10][C:9]([NH:8][C:6](=[O:7])[C:5]3[CH:32]=[CH:33][C:2]([CH3:1])=[CH:3][C:4]=3[N:34]3[CH2:39][CH2:38][CH:37]([CH3:40])[CH2:36][CH2:35]3)=[CH:31][CH:30]=2)[CH:17]=[CH:18][CH:19]=1. The catalyst class is: 4.